This data is from Full USPTO retrosynthesis dataset with 1.9M reactions from patents (1976-2016). The task is: Predict the reactants needed to synthesize the given product. (1) Given the product [CH:1]1([C:7]2[C:15]3[C:10](=[CH:11][CH:12]=[C:13]([C:16]([O:18][CH3:19])=[O:17])[CH:14]=3)[NH:9][C:8]=2[C:20]2[CH:25]=[CH:24][CH:23]=[CH:22][CH:21]=2)[CH2:6][CH2:5][CH2:4][CH2:3][CH2:2]1, predict the reactants needed to synthesize it. The reactants are: [C:1]1([C:7]2[C:15]3[C:10](=[CH:11][CH:12]=[C:13]([C:16]([O:18][CH3:19])=[O:17])[CH:14]=3)[NH:9][C:8]=2[C:20]2[CH:25]=[CH:24][CH:23]=[CH:22][CH:21]=2)[CH2:6][CH2:5][CH2:4][CH2:3][CH:2]=1.C([O-])=O.[NH4+]. (2) Given the product [CH3:18][O:17][C:16]1[CH:15]=[CH:14][CH:13]=[C:12]([O:19][CH3:20])[C:11]=1[C:9]([N:8]1[CH:1]2[CH:6]([CH2:5][CH2:4][N:3]([C:30]3[N:51]=[C:21]([C:37]4[CH:42]=[CH:41][CH:40]=[CH:39][CH:38]=4)[CH:22]=[CH:27][N:29]=3)[CH2:2]2)[CH2:7]1)=[O:10], predict the reactants needed to synthesize it. The reactants are: [CH:1]12[N:8]([C:9]([C:11]3[C:16]([O:17][CH3:18])=[CH:15][CH:14]=[CH:13][C:12]=3[O:19][CH3:20])=[O:10])[CH2:7][CH:6]1[CH2:5][CH2:4][NH:3][CH2:2]2.[C:21]1([C:37]2[CH:42]=[CH:41][CH:40]=[CH:39][CH:38]=2)C=CC=C[C:22]=1[C:27]([N:29]1C2C(CCNC2)[CH2:30]1)=O.ClC1C=CC=CC=1C1N=CC=C[N:51]=1.ClC1C=NC2C(=CC=CC=2)N=1. (3) Given the product [C:20]([O:19][C:16](=[O:18])[CH2:17][C:9](=[O:11])[C:8]1[CH:13]=[CH:14][CH:15]=[C:6]([N:4]2[CH:5]=[N:1][N:2]=[CH:3]2)[CH:7]=1)([CH3:23])([CH3:22])[CH3:21], predict the reactants needed to synthesize it. The reactants are: [N:1]1[N:2]=[CH:3][N:4]([C:6]2[CH:7]=[C:8]([CH:13]=[CH:14][CH:15]=2)[C:9]([O:11]C)=O)[CH:5]=1.[C:16]([O:19][C:20]([CH3:23])([CH3:22])[CH3:21])(=[O:18])[CH3:17].[Li]. (4) Given the product [Cl:1][C:2]1[CH:3]=[CH:4][C:5]([N:8]2[CH:12]=[CH:11][C:10]([C:13]([F:14])([F:16])[F:15])=[C:9]2[CH2:17][O:18][C:19]2[CH:24]=[CH:23][C:22]([CH2:26][CH2:27][CH2:28][OH:29])=[C:21]([CH3:20])[C:40]=2[CH3:43])=[CH:6][CH:7]=1, predict the reactants needed to synthesize it. The reactants are: [Cl:1][C:2]1[CH:7]=[CH:6][C:5]([N:8]2[CH:12]=[CH:11][C:10]([C:13]([F:16])([F:15])[F:14])=[C:9]2[CH2:17][O:18][C:19]2[C:24](F)=[CH:23][C:22]([CH2:26][CH2:27][C:28](OCC)=[O:29])=[CH:21][C:20]=2F)=[CH:4][CH:3]=1.[H-].[H-].[H-].[H-].[Li+].[Al+3].[C:40]([CH:43](C(C([O-])=O)O)O)([O-])=O.[K+].[Na+].C(OCC)C.